Task: Predict which catalyst facilitates the given reaction.. Dataset: Catalyst prediction with 721,799 reactions and 888 catalyst types from USPTO (1) The catalyst class is: 31. Product: [CH3:14][O:13][CH:3]([O:2][CH3:1])[C:4]1[CH:5]=[CH:6][C:7]([C:8]([NH:22][NH:21][C:19]2[CH:20]=[CH:15][CH:16]=[CH:17][CH:18]=2)=[O:10])=[CH:11][CH:12]=1. Reactant: [CH3:1][O:2][CH:3]([O:13][CH3:14])[C:4]1[CH:12]=[CH:11][C:7]([C:8]([OH:10])=O)=[CH:6][CH:5]=1.[CH:15]1[CH:16]=[CH:17][C:18]2N(O)[N:22]=[N:21][C:19]=2[CH:20]=1.CCN(C(C)C)C(C)C.C(Cl)CCl.C1(NN)C=CC=CC=1. (2) Reactant: Br[CH2:2][CH2:3][N:4]([N:13]1[CH:17]=[N:16][N:15]=[CH:14]1)[C:5]1[CH:12]=[CH:11][C:8]([C:9]#[N:10])=[CH:7][CH:6]=1.[O:18]([C:26]1[CH:27]=[C:28]([SH:32])[CH:29]=[CH:30][CH:31]=1)[Si](C(C)(C)C)(C)C.C(=O)([O-])[O-].[K+].[K+].C(OCC)(=O)C. Product: [OH:18][C:26]1[CH:27]=[C:28]([S:32][CH2:2][CH2:3][N:4]([N:13]2[CH:17]=[N:16][N:15]=[CH:14]2)[C:5]2[CH:12]=[CH:11][C:8]([C:9]#[N:10])=[CH:7][CH:6]=2)[CH:29]=[CH:30][CH:31]=1. The catalyst class is: 18. (3) Reactant: Cl[C:2]1[CH:7]=[C:6]([CH3:8])[N:5]=[C:4]([CH3:9])[CH:3]=1.[CH3:10][NH:11][CH2:12][CH2:13][OH:14]. Product: [CH3:8][C:6]1[CH:7]=[C:2]([N:11]([CH2:12][CH2:13][OH:14])[CH3:10])[CH:3]=[C:4]([CH3:9])[N:5]=1. The catalyst class is: 126. (4) Reactant: [Cl:1][C:2]1[N:7]=[CH:6][C:5]([CH2:8][N:9]2[CH2:14][CH2:13][CH2:12][NH:11]/[C:10]/2=[CH:15]\[N+:16]([O-:18])=[O:17])=[CH:4][CH:3]=1.[CH:19](=[O:24])[CH2:20][CH2:21][CH:22]=O. Product: [Cl:1][C:2]1[N:7]=[CH:6][C:5]([CH2:8][N:9]2[C:10]3=[C:15]([N+:16]([O-:18])=[O:17])[CH:22]4[O:24][CH:19]([N:11]3[CH2:12][CH2:13][CH2:14]2)[CH2:20][CH2:21]4)=[CH:4][CH:3]=1. The catalyst class is: 10. (5) Reactant: C[O:2][C:3]([C:5]1[N:6]([C:10]([CH2:19][C:20]2[CH:25]=[CH:24][C:23]([F:26])=[C:22]([Cl:27])[CH:21]=2)([CH3:18])[C:11](=[O:17])[CH2:12][C:13]([O:15][CH3:16])=[O:14])[CH:7]=[CH:8][CH:9]=1)=O.C[O-].[Na+]. Product: [CH3:16][O:15][C:13]([C:12]1[C:11](=[O:17])[C:10]([CH2:19][C:20]2[CH:25]=[CH:24][C:23]([F:26])=[C:22]([Cl:27])[CH:21]=2)([CH3:18])[N:6]2[C:5]([C:3]=1[OH:2])=[CH:9][CH:8]=[CH:7]2)=[O:14]. The catalyst class is: 5. (6) Product: [F:30][C:21]1[CH:20]=[C:19]([C@:9]2([NH:8][C:6]([C:5]3[CH:31]=[CH:32][C:2]([C:76]([OH:78])=[O:77])=[C:3]([CH3:33])[CH:4]=3)=[O:7])[C:14]3=[N:15][CH:16]=[CH:17][CH:18]=[C:13]3[O:12][CH2:11][CH2:10]2)[CH:24]=[CH:23][C:22]=1[O:25][C:26]([F:29])([F:28])[F:27]. Reactant: Br[C:2]1[CH:32]=[CH:31][C:5]([C:6]([NH:8][C@@:9]2([C:19]3[CH:24]=[CH:23][C:22]([O:25][C:26]([F:29])([F:28])[F:27])=[C:21]([F:30])[CH:20]=3)[C:14]3=[N:15][CH:16]=[CH:17][CH:18]=[C:13]3[O:12][CH2:11][CH2:10]2)=[O:7])=[CH:4][C:3]=1[CH3:33].CC1(C)C2C=CC=C(P(C3C=CC=CC=3)C3C=CC=CC=3)C=2OC2C1=CC=CC=2P(C1C=CC=CC=1)C1C=CC=CC=1.[C:76](=O)([O-:78])[O-:77].[K+].[K+].O. The catalyst class is: 455. (7) Reactant: [Br:1][C:2]1[CH:3]=[N:4][C:5]([C:8]#[C:9][CH2:10][CH2:11][N:12]2[CH:16]=[CH:15][N:14]=[N:13]2)=[N:6][CH:7]=1. Product: [Br:1][C:2]1[CH:3]=[N:4][C:5]([CH2:8][CH2:9][CH2:10][CH2:11][N:12]2[CH:16]=[CH:15][N:14]=[N:13]2)=[N:6][CH:7]=1. The catalyst class is: 78. (8) Reactant: C[Si](C=[N+:6]=[N-:7])(C)C.[CH3:8][C:9]1([CH3:24])[CH2:18][CH2:17][C:16]([CH3:20])([CH3:19])[C:15]2[CH:14]=[C:13]([C:21](O)=[O:22])[CH:12]=[CH:11][C:10]1=2. Product: [CH3:8][C:9]1([CH3:24])[CH2:18][CH2:17][C:16]([CH3:20])([CH3:19])[C:15]2[CH:14]=[C:13]([C:21]([NH:6][NH2:7])=[O:22])[CH:12]=[CH:11][C:10]1=2. The catalyst class is: 5. (9) Reactant: C([O:8][C:9]1[C:17]([F:18])=[C:16]2[C:12]([CH2:13][N:14]([CH2:20][C@H:21]3[CH2:26][CH2:25][C@H:24]([CH2:27][OH:28])[CH2:23][CH2:22]3)[C:15]2=[O:19])=[CH:11][CH:10]=1)C1C=CC=CC=1.[H][H]. Product: [F:18][C:17]1[C:9]([OH:8])=[CH:10][CH:11]=[C:12]2[C:16]=1[C:15](=[O:19])[N:14]([CH2:20][C@H:21]1[CH2:22][CH2:23][C@H:24]([CH2:27][OH:28])[CH2:25][CH2:26]1)[CH2:13]2. The catalyst class is: 354. (10) Reactant: C([N:9]1[C:14](=[O:15])[C:13]([F:16])=[CH:12][N:11]([C@H:17]2[CH2:20][C@@H:19]([CH2:21][O:22][CH2:23][C:24]3[CH:29]=[CH:28][CH:27]=[CH:26][CH:25]=3)[CH2:18]2)[C:10]1=[O:30])(=O)C1C=CC=CC=1.CN. Product: [F:16][C:13]1[C:14](=[O:15])[NH:9][C:10](=[O:30])[N:11]([C@H:17]2[CH2:20][C@@H:19]([CH2:21][O:22][CH2:23][C:24]3[CH:29]=[CH:28][CH:27]=[CH:26][CH:25]=3)[CH2:18]2)[CH:12]=1. The catalyst class is: 8.